This data is from Catalyst prediction with 721,799 reactions and 888 catalyst types from USPTO. The task is: Predict which catalyst facilitates the given reaction. (1) Reactant: [Cl:1][C:2]1[C:10]([NH:11][S:12]([CH2:15][CH2:16][CH3:17])(=[O:14])=[O:13])=[CH:9][CH:8]=[C:7]([F:18])[C:3]=1[C:4]([OH:6])=O.[CH3:19][O:20][C:21]1[C:29]2[C:24](=[N:25][CH:26]=[C:27]([NH2:30])[CH:28]=2)[NH:23][N:22]=1.CCN=C=NCCCN(C)C.C1C=CC2N(O)N=NC=2C=1. Product: [Cl:1][C:2]1[C:10]([NH:11][S:12]([CH2:15][CH2:16][CH3:17])(=[O:14])=[O:13])=[CH:9][CH:8]=[C:7]([F:18])[C:3]=1[C:4]([NH:30][C:27]1[CH:28]=[C:29]2[C:21]([O:20][CH3:19])=[N:22][NH:23][C:24]2=[N:25][CH:26]=1)=[O:6]. The catalyst class is: 42. (2) Reactant: [N-:1]=[C:2]=[S:3].[O:4]([C:11]1[CH:16]=[CH:15][CH:14]=[CH:13][CH:12]=1)[C:5]1[CH:10]=[CH:9][CH:8]=[CH:7][CH:6]=1.[NH3:17]. Product: [NH2:1][C:2]([NH:17][C:8]1[CH:9]=[CH:10][C:5]([O:4][C:11]2[CH:12]=[CH:13][CH:14]=[CH:15][CH:16]=2)=[CH:6][CH:7]=1)=[S:3]. The catalyst class is: 12. (3) The catalyst class is: 5. Reactant: [Cl:1][C:2]1[CH:7]=[CH:6][C:5]([C:8](=O)[CH:9]=[CH:10]N(C)C)=[CH:4][C:3]=1[CH2:15][NH:16][C:17](=[O:20])[O:18][CH3:19].Cl.[CH3:22][C:23]1[CH:31]=[CH:30][C:26]([C:27]([NH2:29])=[NH:28])=[CH:25][CH:24]=1.[H-].[Na+].[Cl-].[NH4+]. Product: [Cl:1][C:2]1[CH:7]=[CH:6][C:5]([C:8]2[CH:9]=[CH:10][N:29]=[C:27]([C:26]3[CH:30]=[CH:31][C:23]([CH3:22])=[CH:24][CH:25]=3)[N:28]=2)=[CH:4][C:3]=1[CH2:15][NH:16][C:17](=[O:20])[O:18][CH3:19].